Dataset: Forward reaction prediction with 1.9M reactions from USPTO patents (1976-2016). Task: Predict the product of the given reaction. (1) Given the reactants C([O:8][C:9]1[C:14]2[NH:15][C:16](=[O:19])[CH2:17][O:18][C:13]=2[C:12]([C:20](=[O:24])[CH:21](O)O)=[CH:11][CH:10]=1)C1C=CC=CC=1.[CH3:25][O:26][C:27]1[CH:32]=[CH:31][C:30]([CH2:33][CH2:34][C:35]2([NH2:38])[CH2:37][CH2:36]2)=[CH:29][CH:28]=1.FC(F)(F)C([O-])=O, predict the reaction product. The product is: [OH:8][C:9]1[C:14]2[NH:15][C:16](=[O:19])[CH2:17][O:18][C:13]=2[C:12]([CH:20]([OH:24])[CH2:21][NH:38][C:35]2([CH2:34][CH2:33][C:30]3[CH:29]=[CH:28][C:27]([O:26][CH3:25])=[CH:32][CH:31]=3)[CH2:37][CH2:36]2)=[CH:11][CH:10]=1. (2) The product is: [CH2:1]([N:8]1[C:12]2([CH2:16][CH2:15][N:14]([C:18]3[CH:19]=[N:20][CH:21]=[CH:22][CH:23]=3)[CH2:13]2)[CH2:11][CH2:10][CH2:9]1)[C:2]1[CH:3]=[CH:4][CH:5]=[CH:6][CH:7]=1. Given the reactants [CH2:1]([N:8]1[C:12]2([CH2:16][CH2:15][NH:14][CH2:13]2)[CH2:11][CH2:10][CH2:9]1)[C:2]1[CH:7]=[CH:6][CH:5]=[CH:4][CH:3]=1.Br[C:18]1[CH:19]=[N:20][CH:21]=[CH:22][CH:23]=1.CC(C)([O-])C.[K+].C1(P(C2C=CC=CC=2)C2(P(C3C=CC=CC=3)C3C=CC=CC=3)CC=C3C(C=CC=C3)=C2C2C3C(=CC=CC=3)C=CC=2)C=CC=CC=1, predict the reaction product. (3) The product is: [Br:25][C:26]1[CH:27]=[CH:28][C:29]2[N:34]=[C:51]([CH:49]3[CH2:50][CH:48]3[C:46]([O:45][CH3:44])=[O:47])[N:32]([CH3:33])[C:30]=2[CH:31]=1. Given the reactants CN(C(ON1N=NC2C=CC=NC1=2)=[N+](C)C)C.F[P-](F)(F)(F)(F)F.[Br:25][C:26]1[CH:31]=[C:30]([NH:32][CH3:33])[C:29]([NH2:34])=[CH:28][CH:27]=1.C(N(CC)C(C)C)(C)C.[CH3:44][O:45][C:46]([CH:48]1[CH2:50][CH:49]1[C:51](O)=O)=[O:47], predict the reaction product.